From a dataset of Reaction yield outcomes from USPTO patents with 853,638 reactions. Predict the reaction yield, written as a fraction of the theoretical maximum amount of product (1.0 means a 100% yield; for example, 0.34 means a 34% yield). The reactants are [N:1]1([C:10]2[S:14][C:13]([C:15]([O:17]C)=O)=[C:12]([O:19][CH2:20][C:21]3[CH:26]=[CH:25][CH:24]=[CH:23][C:22]=3C)[CH:11]=2)[C:5]2[CH:6]=[CH:7][CH:8]=[CH:9][C:4]=2[N:3]=[CH:2]1.[NH3:28]. No catalyst specified. The product is [N:1]1([C:10]2[S:14][C:13]([C:15]([NH2:28])=[O:17])=[C:12]([O:19][CH2:20][C:21]3[CH:26]=[CH:25][CH:24]=[CH:23][CH:22]=3)[CH:11]=2)[C:5]2[CH:6]=[CH:7][CH:8]=[CH:9][C:4]=2[N:3]=[CH:2]1. The yield is 0.300.